Dataset: Catalyst prediction with 721,799 reactions and 888 catalyst types from USPTO. Task: Predict which catalyst facilitates the given reaction. Reactant: [C:1]([C:5]1[CH:10]=[CH:9][C:8]([C:11]2[C:12]3[C:17]([CH:18]=[C:19]4[C:24]=2[CH:23]=[CH:22][CH:21]=[CH:20]4)=[CH:16][CH:15]=[CH:14][CH:13]=3)=[CH:7][CH:6]=1)([CH3:4])([CH3:3])[CH3:2].[Br:25]Br.S([O-])([O-])(=O)=S.[Na+].[Na+]. Product: [Br:25][C:18]1[C:19]2[C:24]([C:11]([C:8]3[CH:7]=[CH:6][C:5]([C:1]([CH3:4])([CH3:2])[CH3:3])=[CH:10][CH:9]=3)=[C:12]3[C:17]=1[CH:16]=[CH:15][CH:14]=[CH:13]3)=[CH:23][CH:22]=[CH:21][CH:20]=2. The catalyst class is: 53.